Task: Predict the reactants needed to synthesize the given product.. Dataset: Full USPTO retrosynthesis dataset with 1.9M reactions from patents (1976-2016) (1) Given the product [OH:1][C:2]1([C:9]2[S:10][C:11]([CH3:14])=[CH:12][N:13]=2)[CH2:7][CH2:6][CH:5]([N:15]2[CH2:18][CH:17]([NH:19][C:20]([CH2:22][NH:23][C:24](=[O:35])[C:25]3[CH:30]=[CH:29][CH:28]=[C:27]([C:31]([F:34])([F:32])[F:33])[CH:26]=3)=[O:21])[CH2:16]2)[CH2:4][CH2:3]1, predict the reactants needed to synthesize it. The reactants are: [OH:1][C:2]1([C:9]2[S:10][C:11]([CH3:14])=[CH:12][N:13]=2)[CH2:7][CH2:6][C:5](=O)[CH2:4][CH2:3]1.[NH:15]1[CH2:18][CH:17]([NH:19][C:20]([CH2:22][NH:23][C:24](=[O:35])[C:25]2[CH:30]=[CH:29][CH:28]=[C:27]([C:31]([F:34])([F:33])[F:32])[CH:26]=2)=[O:21])[CH2:16]1. (2) Given the product [CH3:1][C:2]1[CH:3]=[CH:4][C:5]2[N:6]([C:8]([CH2:18][C:19]([C:22]3[C:23]([CH3:29])=[N:24][N:25]([CH3:28])[C:26]=3[CH3:27])=[O:20])=[C:9]([C:11]3[CH:16]=[CH:15][C:14]([CH3:17])=[CH:13][CH:12]=3)[N:10]=2)[CH:7]=1, predict the reactants needed to synthesize it. The reactants are: [CH3:1][C:2]1[CH:3]=[CH:4][C:5]2[N:6]([C:8]([CH2:18][CH:19]=[O:20])=[C:9]([C:11]3[CH:16]=[CH:15][C:14]([CH3:17])=[CH:13][CH:12]=3)[N:10]=2)[CH:7]=1.Br[C:22]1[C:23]([CH3:29])=[N:24][N:25]([CH3:28])[C:26]=1[CH3:27]. (3) The reactants are: [O:1]1[C:5]2[CH:6]=[CH:7][C:8]([C:10]3([CH2:18][S:19][CH2:20][C:21]([O:23]CC)=[O:22])[O:15][CH2:14][C:13]([CH3:17])([CH3:16])[CH2:12][O:11]3)=[CH:9][C:4]=2[O:3][CH2:2]1.[Li+].[OH-]. Given the product [O:1]1[C:5]2[CH:6]=[CH:7][C:8]([C:10]3([CH2:18][S:19][CH2:20][C:21]([OH:23])=[O:22])[O:15][CH2:14][C:13]([CH3:17])([CH3:16])[CH2:12][O:11]3)=[CH:9][C:4]=2[O:3][CH2:2]1, predict the reactants needed to synthesize it. (4) Given the product [CH3:1][C:2]1[O:6][N:5]=[C:4]([C:7]2[CH:8]=[CH:9][CH:10]=[CH:11][CH:12]=2)[C:3]=1[C:13]([N:19]1[CH2:18][CH2:17][N:16]([CH2:22][C:23](=[O:24])[N:25]2[CH2:26][CH2:27][CH2:28][CH2:29]2)[CH2:21][CH2:20]1)=[O:15], predict the reactants needed to synthesize it. The reactants are: [CH3:1][C:2]1[O:6][N:5]=[C:4]([C:7]2[CH:12]=[CH:11][CH:10]=[CH:9][CH:8]=2)[C:3]=1[C:13]([OH:15])=O.[N:16]1([CH2:22][C:23]([N:25]2[CH2:29][CH2:28][CH2:27][CH2:26]2)=[O:24])[CH2:21][CH2:20][NH:19][CH2:18][CH2:17]1.F[B-](F)(F)F.N1(OC(N(C)C)=[N+](C)C)C2C=CC=CC=2N=N1.C(N(C(C)C)CC)(C)C. (5) Given the product [CH3:13][C@@:2]1([CH2:5][CH2:6][C:7]2[N:8]([CH3:12])[CH:9]=[CH:10][CH:11]=2)[CH2:3][O:4][C:14](=[O:15])[NH:1]1, predict the reactants needed to synthesize it. The reactants are: [NH2:1][C@:2]([CH3:13])([CH2:5][CH2:6][C:7]1[N:8]([CH3:12])[CH:9]=[CH:10][CH:11]=1)[CH2:3][OH:4].[C:14](OC(OC(C)(C)C)=O)(OC(C)(C)C)=[O:15].C(N(CC)CC)C.O. (6) The reactants are: [CH2:1]([O:8][C@@H:9]1[C@@:13]([CH:23]=[CH:24][CH2:25][CH2:26][CH3:27])([CH2:14][O:15][CH2:16][C:17]2[CH:22]=[CH:21][CH:20]=[CH:19][CH:18]=2)[O:12][C@@H:11]([N:28]2[CH:36]=[C:34]([CH3:35])[C:32](=[O:33])[NH:31][C:29]2=[O:30])[C:10]1(O)[OH:37])[C:2]1[CH:7]=[CH:6][CH:5]=[CH:4][CH:3]=1.[C:39]([O:42][C:43](=O)[CH3:44])(=O)C.N1[CH:54]=[C:52](C)C(=O)NC1=O.[CH3:55]/[C:56](/O[Si](C)(C)C)=N\[Si](C)(C)C.[Si](O[S:72](C(F)(F)F)(=O)=O)(C)(C)C. Given the product [CH2:1]([O:8][C@@H:9]1[C@@:13]([CH:23]=[CH:24][CH2:25][CH2:26][CH3:27])([CH2:14][O:15][CH2:16][C:17]2[CH:22]=[CH:21][CH:20]=[CH:19][CH:18]=2)[O:12][C@@H:11]([N:28]2[CH:36]=[C:34]([CH3:35])[C:32](=[O:33])[NH:31][C:29]2=[O:30])[C@@H:10]1[O:37][C:39]([O:42][C:43]1[CH:44]=[CH:55][CH:56]=[CH:54][CH:52]=1)=[S:72])[C:2]1[CH:3]=[CH:4][CH:5]=[CH:6][CH:7]=1, predict the reactants needed to synthesize it. (7) Given the product [C:16]1([CH2:22][CH2:23][C:24]([N:13]2[CH2:14][CH2:15][C:10]3[NH:9][N:8]=[C:7]([C:1]4[CH:2]=[CH:3][CH:4]=[CH:5][CH:6]=4)[C:11]=3[CH2:12]2)=[O:25])[CH:21]=[CH:20][CH:19]=[CH:18][CH:17]=1, predict the reactants needed to synthesize it. The reactants are: [C:1]1([C:7]2[C:11]3[CH2:12][NH:13][CH2:14][CH2:15][C:10]=3[NH:9][N:8]=2)[CH:6]=[CH:5][CH:4]=[CH:3][CH:2]=1.[C:16]1([CH2:22][CH2:23][C:24](O)=[O:25])[CH:21]=[CH:20][CH:19]=[CH:18][CH:17]=1.CN(C(ON1N=NC2C=CC=NC1=2)=[N+](C)C)C.F[P-](F)(F)(F)(F)F.CCN(C(C)C)C(C)C.